Dataset: Full USPTO retrosynthesis dataset with 1.9M reactions from patents (1976-2016). Task: Predict the reactants needed to synthesize the given product. Given the product [F:1][C:2]1[CH:3]=[CH:4][C:5]([C:8]2[C:12]([CH2:13][O:14][C:15]3[CH:16]=[C:17]([C:21]([N:29]4[CH2:30][CH:27]([OH:26])[CH2:28]4)=[O:23])[N:18]([CH3:20])[N:19]=3)=[C:11]([CH3:24])[O:10][N:9]=2)=[CH:6][CH:7]=1, predict the reactants needed to synthesize it. The reactants are: [F:1][C:2]1[CH:7]=[CH:6][C:5]([C:8]2[C:12]([CH2:13][O:14][C:15]3[CH:16]=[C:17]([C:21]([OH:23])=O)[N:18]([CH3:20])[N:19]=3)=[C:11]([CH3:24])[O:10][N:9]=2)=[CH:4][CH:3]=1.Cl.[OH:26][CH:27]1[CH2:30][NH:29][CH2:28]1.